Dataset: Full USPTO retrosynthesis dataset with 1.9M reactions from patents (1976-2016). Task: Predict the reactants needed to synthesize the given product. (1) Given the product [Br:17][CH2:10][C:9](=[O:11])[C:8]([C:3]1[CH:4]=[CH:5][CH:6]=[CH:7][C:2]=1[Cl:1])=[O:12], predict the reactants needed to synthesize it. The reactants are: [Cl:1][C:2]1[CH:7]=[CH:6][CH:5]=[CH:4][C:3]=1[C:8](=[O:12])[C:9](=[O:11])[CH3:10].C(O)(=O)C.[Br:17]Br. (2) Given the product [Cl:24][C:13]1[C:14]2[C:19](=[CH:18][CH:17]=[CH:16][CH:15]=2)[CH:20]=[C:11]([C:5]2[CH:6]=[CH:7][C:8]3[O:9][CH2:10][CH2:1][O:2][C:3]=3[CH:4]=2)[N:12]=1, predict the reactants needed to synthesize it. The reactants are: [CH2:1]1[CH2:10][O:9][C:8]2[CH:7]=[CH:6][C:5]([C:11]3[NH:12][C:13](=O)[C:14]4[C:19]([CH:20]=3)=[CH:18][CH:17]=[CH:16][CH:15]=4)=[CH:4][C:3]=2[O:2]1.P(Cl)(Cl)([Cl:24])=O. (3) Given the product [Cl:29][CH2:30][C:31]([N:19]1[CH2:20][CH2:21][CH2:22][CH:17]([O:16][C:13]2[CH:14]=[C:15]3[C:10](=[CH:11][C:12]=2[O:23][CH3:24])[N:9]=[CH:8][N:7]=[C:6]3[NH:5][C:4]2[CH:25]=[CH:26][CH:27]=[C:2]([Cl:1])[C:3]=2[F:28])[CH2:18]1)=[O:32], predict the reactants needed to synthesize it. The reactants are: [Cl:1][C:2]1[C:3]([F:28])=[C:4]([CH:25]=[CH:26][CH:27]=1)[NH:5][C:6]1[C:15]2[C:10](=[CH:11][C:12]([O:23][CH3:24])=[C:13]([O:16][CH:17]3[CH2:22][CH2:21][CH2:20][NH:19][CH2:18]3)[CH:14]=2)[N:9]=[CH:8][N:7]=1.[Cl:29][CH2:30][C:31](Cl)=[O:32].C(N(CC)C(C)C)(C)C.